This data is from NCI-60 drug combinations with 297,098 pairs across 59 cell lines. The task is: Regression. Given two drug SMILES strings and cell line genomic features, predict the synergy score measuring deviation from expected non-interaction effect. Drug 2: CC1C(C(CC(O1)OC2CC(CC3=C2C(=C4C(=C3O)C(=O)C5=CC=CC=C5C4=O)O)(C(=O)C)O)N)O. Drug 1: CC1=C(C(=CC=C1)Cl)NC(=O)C2=CN=C(S2)NC3=CC(=NC(=N3)C)N4CCN(CC4)CCO. Synergy scores: CSS=44.9, Synergy_ZIP=-2.36, Synergy_Bliss=-1.48, Synergy_Loewe=0.338, Synergy_HSA=1.01. Cell line: NCIH23.